This data is from Full USPTO retrosynthesis dataset with 1.9M reactions from patents (1976-2016). The task is: Predict the reactants needed to synthesize the given product. (1) Given the product [Cl:1][C:2]1[CH:3]=[C:4]([NH:19][C:20]2[C:30]3[CH:29]=[C:28]([C:31]([NH:42][CH2:41][CH2:40][O:39][CH2:38][CH:37]([O:36][CH3:35])[CH2:43][O:44][CH3:45])=[O:33])[CH2:27][CH2:26][NH:25][C:24]=3[N:23]=[CH:22][N:21]=2)[CH:5]=[CH:6][C:7]=1[O:8][C:9]1[CH:14]=[CH:13][CH:12]=[C:11]([C:15]([F:18])([F:17])[F:16])[CH:10]=1, predict the reactants needed to synthesize it. The reactants are: [Cl:1][C:2]1[CH:3]=[C:4]([NH:19][C:20]2[C:30]3[CH:29]=[C:28]([C:31]([OH:33])=O)[CH2:27][CH2:26][NH:25][C:24]=3[N:23]=[CH:22][N:21]=2)[CH:5]=[CH:6][C:7]=1[O:8][C:9]1[CH:14]=[CH:13][CH:12]=[C:11]([C:15]([F:18])([F:17])[F:16])[CH:10]=1.Cl.[CH3:35][O:36][CH:37]([CH2:43][O:44][CH3:45])[CH2:38][O:39][CH2:40][CH2:41][NH2:42].ON1C2C=CC=CC=2N=N1.Cl.C(N=C=NCCCN(C)C)C. (2) Given the product [CH3:41][N:42]([CH3:47])[CH2:43][C:44]([N:17]1[CH2:18][CH2:19][CH:14]([C:12]2[CH:11]=[CH:10][C:9]([NH:20][C:21]([C:23]3[NH:24][CH:25]=[C:26]([C:28]#[N:29])[CH:27]=3)=[O:22])=[C:8]([N:5]3[CH2:6][CH2:7][CH:2]([CH3:1])[CH2:3][CH2:4]3)[CH:13]=2)[CH2:15][CH2:16]1)=[O:45], predict the reactants needed to synthesize it. The reactants are: [CH3:1][CH:2]1[CH2:7][CH2:6][N:5]([C:8]2[CH:13]=[C:12]([CH:14]3[CH2:19][CH2:18][NH:17][CH2:16][CH2:15]3)[CH:11]=[CH:10][C:9]=2[NH:20][C:21]([C:23]2[NH:24][CH:25]=[C:26]([C:28]#[N:29])[CH:27]=2)=[O:22])[CH2:4][CH2:3]1.FC(F)(F)C(O)=O.[OH-].[Na+].CO.[CH3:41][N:42]([CH3:47])[CH2:43][C:44](O)=[O:45].CCN=C=NCCCN(C)C.C1C=CC2N(O)N=NC=2C=1.CCN(C(C)C)C(C)C.